From a dataset of Full USPTO retrosynthesis dataset with 1.9M reactions from patents (1976-2016). Predict the reactants needed to synthesize the given product. (1) The reactants are: Cl.Cl.[F:3][C:4]1[CH:9]=[C:8]([F:10])[CH:7]=[CH:6][C:5]=1[C:11]1[CH:16]=[CH:15][N:14]=[C:13]([N:17]2[CH2:22][CH2:21][NH:20][CH2:19][CH2:18]2)[CH:12]=1.C(N(CC)C(C)C)(C)C.[CH3:32][C:33]1[C:37]([CH3:38])=[C:36]([NH:39][C:40](=O)[O:41]CC(Cl)(Cl)Cl)[O:35][N:34]=1.O. Given the product [F:3][C:4]1[CH:9]=[C:8]([F:10])[CH:7]=[CH:6][C:5]=1[C:11]1[CH:16]=[CH:15][N:14]=[C:13]([N:17]2[CH2:18][CH2:19][N:20]([C:40]([NH:39][C:36]3[O:35][N:34]=[C:33]([CH3:32])[C:37]=3[CH3:38])=[O:41])[CH2:21][CH2:22]2)[CH:12]=1, predict the reactants needed to synthesize it. (2) Given the product [C:16]([N:12]1[C:11]2([CH2:24][CH2:25][N:9]([C@H:2]([CH3:1])[C:3]3[CH:8]=[CH:7][CH:6]=[CH:5][CH:4]=3)[C:10]2=[O:27])[CH2:15][CH2:14][CH2:13]1)(=[O:23])[C:17]1[CH:22]=[CH:21][CH:20]=[CH:19][CH:18]=1, predict the reactants needed to synthesize it. The reactants are: [CH3:1][C@@H:2]([NH:9][C:10](=[O:27])[C@:11]1([CH2:24][CH:25]=C)[CH2:15][CH2:14][CH2:13][N:12]1[C:16](=[O:23])[C:17]1[CH:22]=[CH:21][CH:20]=[CH:19][CH:18]=1)[C:3]1[CH:8]=[CH:7][CH:6]=[CH:5][CH:4]=1.O=[O+][O-].O=O.C([SiH](CC)CC)C. (3) Given the product [CH3:46][O:47][C:48]1[CH:55]=[CH:54][C:53]([O:56][CH3:57])=[CH:52][C:49]=1/[CH:50]=[CH:15]\[CH2:14][CH2:13]/[CH:12]=[CH:11]/[CH:10]=[C:9](\[CH3:35])/[CH2:8][CH2:7][CH:3]1[O:2][CH2:6][CH2:5][O:4]1.[O:2]1[CH2:6][CH2:5][O:4][CH2:3]1, predict the reactants needed to synthesize it. The reactants are: [I-].[O:2]1[CH2:6][CH2:5][O:4][CH:3]1[CH2:7][CH2:8]/[C:9](/[CH3:35])=[CH:10]/[CH:11]=[CH:12]/[CH2:13][CH2:14][CH2:15][P+](C1C=CC=CC=1)(C1C=CC=CC=1)C1C=CC=CC=1.C[Si]([N-][Si](C)(C)C)(C)C.[Na+].[CH3:46][O:47][C:48]1[CH:55]=[CH:54][C:53]([O:56][CH3:57])=[CH:52][C:49]=1[CH:50]=O.